Dataset: Forward reaction prediction with 1.9M reactions from USPTO patents (1976-2016). Task: Predict the product of the given reaction. (1) Given the reactants [F-].[K+].I[C:4]1[N:11]=[CH:10][CH:9]=[CH:8][C:5]=1[C:6]#[N:7].CN(C)C=O.[F:17][C:18]([Si](C)(C)C)([F:20])[F:19], predict the reaction product. The product is: [F:17][C:18]([F:20])([F:19])[C:4]1[N:11]=[CH:10][CH:9]=[CH:8][C:5]=1[C:6]#[N:7]. (2) Given the reactants Br[C:2]1[CH:3]=[C:4]2[C:8](=[C:9]([C:11]#[N:12])[CH:10]=1)[NH:7][N:6]=[C:5]2[CH:13]1[CH2:18][CH2:17][N:16]([S:19]([CH2:22][CH3:23])(=[O:21])=[O:20])[CH2:15][CH2:14]1.[F:24][C:25]1[CH:30]=[CH:29][CH:28]=[CH:27][C:26]=1B(O)O.[OH-].[K+], predict the reaction product. The product is: [CH2:22]([S:19]([N:16]1[CH2:17][CH2:18][CH:13]([C:5]2[C:4]3[C:8](=[C:9]([C:11]#[N:12])[CH:10]=[C:2]([C:26]4[CH:27]=[CH:28][CH:29]=[CH:30][C:25]=4[F:24])[CH:3]=3)[NH:7][N:6]=2)[CH2:14][CH2:15]1)(=[O:21])=[O:20])[CH3:23]. (3) Given the reactants [Li]CCCC.CC1(C)CCCC(C)(C)N1.[Br:16][C:17]1[C:22]([Si:23]([CH3:26])([CH3:25])[CH3:24])=[C:21]([F:27])[C:20]([F:28])=[CH:19][CH:18]=1.[C:29](=[O:31])=[O:30], predict the reaction product. The product is: [Br:16][C:17]1[C:22]([Si:23]([CH3:24])([CH3:25])[CH3:26])=[C:21]([F:27])[C:20]([F:28])=[C:19]([CH:18]=1)[C:29]([OH:31])=[O:30]. (4) Given the reactants Cl.Br[C:3]1[CH:8]=[CH:7][N:6]=[CH:5][CH:4]=1.[S:9]1[CH:13]=[CH:12][CH:11]=[C:10]1B(O)O, predict the reaction product. The product is: [N:6]1[CH:7]=[CH:8][C:3]([C:11]2[CH:12]=[CH:13][S:9][CH:10]=2)=[CH:4][CH:5]=1. (5) The product is: [C:25]([O:24][C:22]([NH:21][C@H:10]1[C@@H:11]([N:15]([CH3:20])[C:16](=[O:19])[O:17][CH3:18])[C@@H:12]([CH3:14])[CH2:13][N:8]([C:7]2[CH:6]=[CH:5][N:4]=[CH:3][C:2]=2[N:1]=[C:29]=[S:30])[CH2:9]1)=[O:23])([CH3:27])([CH3:26])[CH3:28]. Given the reactants [NH2:1][C:2]1[CH:3]=[N:4][CH:5]=[CH:6][C:7]=1[N:8]1[CH2:13][C@H:12]([CH3:14])[C@H:11]([N:15]([CH3:20])[C:16](=[O:19])[O:17][CH3:18])[C@H:10]([NH:21][C:22]([O:24][C:25]([CH3:28])([CH3:27])[CH3:26])=[O:23])[CH2:9]1.[C:29](N1C=CN=C1)(N1C=CN=C1)=[S:30], predict the reaction product. (6) The product is: [Cl:8][C:5]1[CH:6]=[CH:7][C:2]([O:22][C:19]2[CH:18]=[CH:17][C:16]([NH:15][C:12](=[O:14])[CH3:13])=[CH:21][CH:20]=2)=[C:3]([N+:9]([O-:11])=[O:10])[CH:4]=1. Given the reactants F[C:2]1[CH:7]=[CH:6][C:5]([Cl:8])=[CH:4][C:3]=1[N+:9]([O-:11])=[O:10].[C:12]([NH:15][C:16]1[CH:21]=[CH:20][C:19]([OH:22])=[CH:18][CH:17]=1)(=[O:14])[CH3:13].C(=O)([O-])[O-].[Cs+].[Cs+], predict the reaction product. (7) Given the reactants [CH2:1]([N:8]1[CH:13]2[CH2:14][CH2:15][CH:9]1[CH2:10][CH:11]([NH2:16])[CH2:12]2)[C:2]1[CH:7]=[CH:6][CH:5]=[CH:4][CH:3]=1.CCN(C(C)C)C(C)C.F[C:27]1[CH:32]=[CH:31][CH:30]=[CH:29][C:28]=1[N+:33]([O-:35])=[O:34], predict the reaction product. The product is: [CH2:1]([N:8]1[CH:9]2[CH2:15][CH2:14][CH:13]1[CH2:12][CH:11]([NH:16][C:27]1[CH:32]=[CH:31][CH:30]=[CH:29][C:28]=1[N+:33]([O-:35])=[O:34])[CH2:10]2)[C:2]1[CH:3]=[CH:4][CH:5]=[CH:6][CH:7]=1.